Predict the reaction yield, written as a fraction of the theoretical maximum amount of product (1.0 means a 100% yield; for example, 0.34 means a 34% yield). From a dataset of Reaction yield outcomes from USPTO patents with 853,638 reactions. The reactants are Cl[CH2:2][C:3]1[CH:13]=[CH:12][C:6]2[O:7][C:8]([F:11])([F:10])[O:9][C:5]=2[CH:4]=1.[C-:14]#[N:15].[Na+].O.C(OC)(C)(C)C. The catalyst is CS(C)=O. The product is [F:10][C:8]1([F:11])[O:7][C:6]2[CH:12]=[CH:13][C:3]([CH2:2][C:14]#[N:15])=[CH:4][C:5]=2[O:9]1. The yield is 0.950.